This data is from Forward reaction prediction with 1.9M reactions from USPTO patents (1976-2016). The task is: Predict the product of the given reaction. (1) Given the reactants [NH2:1][C:2]1[N:7]=[C:6]([C:8]2[O:9][C:10]([CH2:13]Br)=[CH:11][CH:12]=2)[C:5]([C:15]#[N:16])=[C:4]([S:17][CH3:18])[N:3]=1.[OH2:19], predict the reaction product. The product is: [NH2:1][C:2]1[N:7]=[C:6]([C:8]2[O:9][C:10]([CH2:13][OH:19])=[CH:11][CH:12]=2)[C:5]([C:15]#[N:16])=[C:4]([S:17][CH3:18])[N:3]=1. (2) Given the reactants FC(F)(F)C(O)=O.[Cl:8][C:9]1[CH:10]=[C:11]2[C:19](=[C:20]([NH:22][C:23]([C@@H:25]3[CH2:30][O:29][C:28]([CH3:32])([CH3:31])[CH2:27][N:26]3[CH2:33][C@@H:34]([NH2:36])[CH3:35])=[O:24])[CH:21]=1)[NH:18][C:17]1[CH:16]=[N:15][CH:14]=[CH:13][C:12]2=1.[CH3:37][C:38]1[N:46]=[CH:45][CH:44]=[CH:43][C:39]=1[C:40](O)=[O:41].C([O-])(=O)C.[NH4+], predict the reaction product. The product is: [Cl:8][C:9]1[CH:10]=[C:11]2[C:19](=[C:20]([NH:22][C:23]([C@@H:25]3[CH2:30][O:29][C:28]([CH3:31])([CH3:32])[CH2:27][N:26]3[CH2:33][C@@H:34]([NH:36][C:40]([C:39]3[C:38]([CH3:37])=[N:46][CH:45]=[CH:44][CH:43]=3)=[O:41])[CH3:35])=[O:24])[CH:21]=1)[NH:18][C:17]1[CH:16]=[N:15][CH:14]=[CH:13][C:12]2=1. (3) The product is: [CH2:32]([O:35][C:2]1[CH:7]=[CH:6][C:5]([C:8]([N:10]2[CH2:15][CH2:14][C:13]3([O:20][C:19]4[CH:21]=[CH:22][CH:23]=[CH:24][C:18]=4[N:17]4[CH:25]=[CH:26][CH:27]=[C:16]34)[CH2:12][CH2:11]2)=[O:9])=[CH:4][C:3]=1[C:28]([F:30])([F:29])[F:31])[CH2:33][CH3:34]. Given the reactants F[C:2]1[CH:7]=[CH:6][C:5]([C:8]([N:10]2[CH2:15][CH2:14][C:13]3([O:20][C:19]4[CH:21]=[CH:22][CH:23]=[CH:24][C:18]=4[N:17]4[CH:25]=[CH:26][CH:27]=[C:16]34)[CH2:12][CH2:11]2)=[O:9])=[CH:4][C:3]=1[C:28]([F:31])([F:30])[F:29].[CH2:32]([OH:35])[CH2:33][CH3:34].[H-].[Na+], predict the reaction product. (4) Given the reactants [CH3:1][O:2][CH2:3][C:4]1[N:9]=[CH:8][C:7]([O:10][C:11]2[CH:12]=[C:13]3[C:17](=[C:18]([O:20][CH:21]([CH3:23])[CH3:22])[CH:19]=2)[NH:16][C:15]([C:24](O)=[O:25])=[CH:14]3)=[CH:6][CH:5]=1.O[N:28]1C2C=CC=CC=2N=N1.Cl.C(N=C=NCCCN(C)C)C.[OH-].[NH4+], predict the reaction product. The product is: [CH3:1][O:2][CH2:3][C:4]1[N:9]=[CH:8][C:7]([O:10][C:11]2[CH:12]=[C:13]3[C:17](=[C:18]([O:20][CH:21]([CH3:22])[CH3:23])[CH:19]=2)[NH:16][C:15]([C:24]([NH2:28])=[O:25])=[CH:14]3)=[CH:6][CH:5]=1.